This data is from Peptide-MHC class I binding affinity with 185,985 pairs from IEDB/IMGT. The task is: Regression. Given a peptide amino acid sequence and an MHC pseudo amino acid sequence, predict their binding affinity value. This is MHC class I binding data. (1) The peptide sequence is IADMGHLKY. The MHC is HLA-A03:01 with pseudo-sequence HLA-A03:01. The binding affinity (normalized) is 0.259. (2) The peptide sequence is DPVYISQFSY. The MHC is HLA-B07:02 with pseudo-sequence HLA-B07:02. The binding affinity (normalized) is 0. (3) The peptide sequence is AVDADDSHF. The MHC is HLA-B15:01 with pseudo-sequence HLA-B15:01. The binding affinity (normalized) is 0.0847.